Dataset: Reaction yield outcomes from USPTO patents with 853,638 reactions. Task: Predict the reaction yield, written as a fraction of the theoretical maximum amount of product (1.0 means a 100% yield; for example, 0.34 means a 34% yield). (1) The reactants are [OH:1][N:2]([CH3:30])[C:3](=[NH:29])/[C:4](=[N:12]\[O:13][CH2:14][C:15]1[N:20]=[C:19]([NH:21][C:22](=[O:28])[O:23][C:24]([CH3:27])([CH3:26])[CH3:25])[CH:18]=[CH:17][CH:16]=1)/[C:5]1[CH:10]=[CH:9][CH:8]=[C:7]([F:11])[CH:6]=1.[C:31](N1C=CN=C1)(N1C=CN=C1)=[O:32]. The catalyst is C(#N)C. The product is [CH3:30][N:2]1[C:3](/[C:4](=[N:12]\[O:13][CH2:14][C:15]2[N:20]=[C:19]([NH:21][C:22](=[O:28])[O:23][C:24]([CH3:25])([CH3:26])[CH3:27])[CH:18]=[CH:17][CH:16]=2)/[C:5]2[CH:10]=[CH:9][CH:8]=[C:7]([F:11])[CH:6]=2)=[N:29][C:31](=[O:32])[O:1]1. The yield is 0.660. (2) The reactants are [Br:1][C:2]1[CH:3]=[CH:4][C:5]([O:12][CH3:13])=[C:6]([S:8](Cl)(=[O:10])=[O:9])[CH:7]=1.[NH2:14][C:15]([CH3:19])([CH3:18])[CH2:16][OH:17].C(N(CC)CC)C. The catalyst is C(Cl)Cl. The product is [Br:1][C:2]1[CH:3]=[CH:4][C:5]([O:12][CH3:13])=[C:6]([S:8]([NH:14][C:15]([CH3:19])([CH3:18])[CH2:16][OH:17])(=[O:10])=[O:9])[CH:7]=1. The yield is 0.790. (3) The reactants are [CH3:1][S:2]([C:5]1[CH:10]=[CH:9][CH:8]=[CH:7][C:6]=1[N+:11]([O-])=O)(=[O:4])=[O:3]. The catalyst is CO.OS(O)(=O)=O.[Pd]. The product is [CH3:1][S:2]([C:5]1[CH:10]=[CH:9][CH:8]=[CH:7][C:6]=1[NH2:11])(=[O:3])=[O:4]. The yield is 0.950. (4) The reactants are [CH3:1][C:2]1[CH:11]=[CH:10][C:9]2[C:4](=[CH:5][CH:6]=[CH:7][C:8]=2[N:12]2[CH2:17][CH2:16][N:15]([CH2:18][CH2:19][C:20]3[CH:21]=[C:22]([CH:24]=[CH:25][CH:26]=3)[NH2:23])[CH2:14][CH2:13]2)[N:3]=1.[CH3:27][C:28]1[O:32][N:31]=[C:30]([C:33](Cl)=[O:34])[CH:29]=1. No catalyst specified. The product is [CH3:27][C:28]1[O:32][N:31]=[C:30]([C:33]([NH:23][C:22]2[CH:24]=[CH:25][CH:26]=[C:20]([CH2:19][CH2:18][N:15]3[CH2:14][CH2:13][N:12]([C:8]4[CH:7]=[CH:6][CH:5]=[C:4]5[C:9]=4[CH:10]=[CH:11][C:2]([CH3:1])=[N:3]5)[CH2:17][CH2:16]3)[CH:21]=2)=[O:34])[CH:29]=1. The yield is 0.400.